This data is from Merck oncology drug combination screen with 23,052 pairs across 39 cell lines. The task is: Regression. Given two drug SMILES strings and cell line genomic features, predict the synergy score measuring deviation from expected non-interaction effect. (1) Drug 1: N.N.O=C(O)C1(C(=O)O)CCC1.[Pt]. Drug 2: Cn1nnc2c(C(N)=O)ncn2c1=O. Cell line: SW837. Synergy scores: synergy=-27.1. (2) Drug 1: CCC1(O)CC2CN(CCc3c([nH]c4ccccc34)C(C(=O)OC)(c3cc4c(cc3OC)N(C)C3C(O)(C(=O)OC)C(OC(C)=O)C5(CC)C=CCN6CCC43C65)C2)C1. Drug 2: Cn1c(=O)n(-c2ccc(C(C)(C)C#N)cc2)c2c3cc(-c4cnc5ccccc5c4)ccc3ncc21. Cell line: SKOV3. Synergy scores: synergy=27.8. (3) Drug 1: CC1CC2C3CCC4=CC(=O)C=CC4(C)C3(F)C(O)CC2(C)C1(O)C(=O)CO. Drug 2: CCc1cnn2c(NCc3ccc[n+]([O-])c3)cc(N3CCCCC3CCO)nc12. Cell line: SW620. Synergy scores: synergy=4.84. (4) Drug 1: O=S1(=O)NC2(CN1CC(F)(F)F)C1CCC2Cc2cc(C=CCN3CCC(C(F)(F)F)CC3)ccc2C1. Drug 2: Cn1nnc2c(C(N)=O)ncn2c1=O. Cell line: NCIH1650. Synergy scores: synergy=-17.8.